This data is from Forward reaction prediction with 1.9M reactions from USPTO patents (1976-2016). The task is: Predict the product of the given reaction. (1) Given the reactants [NH2:1][C:2]1[C:3]([O:18][CH3:19])=[CH:4][C:5]2[CH2:11][N:10]([CH2:12][CH3:13])[CH2:9][C:8](=[O:14])[N:7]([CH2:15][CH3:16])[C:6]=2[CH:17]=1.Cl[C:21]1[N:26]=[C:25]([NH:27][C:28]2[CH:33]=[CH:32][CH:31]=[CH:30][C:29]=2[S:34]([N:37]([CH3:39])[CH3:38])(=[O:36])=[O:35])[C:24]([Cl:40])=[CH:23][N:22]=1, predict the reaction product. The product is: [Cl:40][C:24]1[C:25]([NH:27][C:28]2[CH:33]=[CH:32][CH:31]=[CH:30][C:29]=2[S:34]([N:37]([CH3:39])[CH3:38])(=[O:36])=[O:35])=[N:26][C:21]([NH:1][C:2]2[C:3]([O:18][CH3:19])=[CH:4][C:5]3[CH2:11][N:10]([CH2:12][CH3:13])[CH2:9][C:8](=[O:14])[N:7]([CH2:15][CH3:16])[C:6]=3[CH:17]=2)=[N:22][CH:23]=1. (2) Given the reactants Br[C:2]1[C:3]([C:14]2[O:15][C:16]([C:19]3[CH:24]=[CH:23][CH:22]=[CH:21][CH:20]=3)=[N:17][N:18]=2)=[CH:4][C:5]([NH:8][C:9]([NH:11][CH2:12][CH3:13])=[O:10])=[N:6][CH:7]=1.[CH3:25][C:26]1([CH3:42])[C:30]([CH3:32])([CH3:31])[O:29][B:28]([B:28]2[O:29][C:30]([CH3:32])([CH3:31])[C:26]([CH3:42])([CH3:25])[O:27]2)[O:27]1.C(N(CC)CC)C.CC([O-])=O.[K+], predict the reaction product. The product is: [CH2:12]([NH:11][C:9]([NH:8][C:5]1[CH:4]=[C:3]([C:14]2[O:15][C:16]([C:19]3[CH:24]=[CH:23][CH:22]=[CH:21][CH:20]=3)=[N:17][N:18]=2)[C:2]([B:28]2[O:29][C:30]([CH3:32])([CH3:31])[C:26]([CH3:42])([CH3:25])[O:27]2)=[CH:7][N:6]=1)=[O:10])[CH3:13]. (3) Given the reactants [CH3:1][O:2][C:3]1[CH:10]=[CH:9][C:6]([CH:7]=O)=[CH:5][C:4]=1[C:11]1[CH:16]=[CH:15][CH:14]=[CH:13][CH:12]=1.[F:17][C:18]1[CH:19]=[C:20]2[C:24](=[CH:25][CH:26]=1)[NH:23][C:22](=[O:27])[CH2:21]2, predict the reaction product. The product is: [F:17][C:18]1[CH:19]=[C:20]2[C:24](=[CH:25][CH:26]=1)[NH:23][C:22](=[O:27])[C:21]2=[CH:7][C:6]1[CH:5]=[C:4]([C:11]2[CH:16]=[CH:15][CH:14]=[CH:13][CH:12]=2)[C:3]([O:2][CH3:1])=[CH:10][CH:9]=1. (4) Given the reactants C([O:3][C:4](=[O:33])[CH2:5][S:6][C:7]1[S:11][C:10]([NH:12][C:13]([N:15]([C:22]2[CH:27]=[CH:26][C:25]([F:28])=[C:24]([NH:29][C:30](=[O:32])[CH3:31])[CH:23]=2)CC2CCCC2)=[O:14])=[N:9][CH:8]=1)C.[CH:34]1(CN(C2C=CC(F)=C(F)C=2)C(=O)NC2SC=C(CC(O)=O)N=2)[CH2:38][CH2:37][CH2:36][CH2:35]1.N[C:62]1C=C(NC(=O)C)C=CC=1F.C1(C=O)CCCC1.C(OC(=O)CSC1SC(N)=NC=1)C, predict the reaction product. The product is: [C:30]([NH:29][C:24]1[CH:23]=[C:22]([N:15]([CH:34]2[CH2:38][CH2:37][CH2:36][CH2:35]2)[C:13](=[O:14])[N:12]([CH3:62])[C:10]2[S:11][C:7]([S:6][CH2:5][C:4]([OH:3])=[O:33])=[CH:8][N:9]=2)[CH:27]=[CH:26][C:25]=1[F:28])(=[O:32])[CH3:31]. (5) Given the reactants [NH2:1][C:2]1[N:3]=[C:4]2[CH:9]=[CH:8][C:7]([O:10][C:11]3[CH:12]=[C:13]([NH:17][C:18](=[O:30])[C:19]4[CH:24]=[CH:23][CH:22]=[C:21]([C:25]5([C:28]#[N:29])[CH2:27][CH2:26]5)[CH:20]=4)[CH:14]=[CH:15][CH:16]=3)=[N:6][N:5]2[CH:31]=1.[N:32]1[CH:37]=[C:36]([C:38](O)=[O:39])[CH:35]=[N:34][CH:33]=1.Cl.CN(C)CCCN=C=NCC.ON1C2C=CC=CC=2N=N1.C(N(CC)CC)C, predict the reaction product. The product is: [C:28]([C:25]1([C:21]2[CH:20]=[C:19]([CH:24]=[CH:23][CH:22]=2)[C:18]([NH:17][C:13]2[CH:12]=[C:11]([CH:16]=[CH:15][CH:14]=2)[O:10][C:7]2[CH:8]=[CH:9][C:4]3[N:5]([CH:31]=[C:2]([NH:1][C:38]([C:36]4[CH:37]=[N:32][CH:33]=[N:34][CH:35]=4)=[O:39])[N:3]=3)[N:6]=2)=[O:30])[CH2:27][CH2:26]1)#[N:29]. (6) Given the reactants [Cl:1][C:2]1[CH:7]=[C:6]([Cl:8])[CH:5]=[C:4]([Cl:9])[C:3]=1[CH2:10][CH2:11][CH2:12][C:13](=O)[CH3:14].C([O-])(=O)C.[NH4+].C([BH3-])#[N:22].[Na+], predict the reaction product. The product is: [CH3:14][CH:13]([NH2:22])[CH2:12][CH2:11][CH2:10][C:3]1[C:2]([Cl:1])=[CH:7][C:6]([Cl:8])=[CH:5][C:4]=1[Cl:9].